This data is from Forward reaction prediction with 1.9M reactions from USPTO patents (1976-2016). The task is: Predict the product of the given reaction. (1) Given the reactants [N:1]([C:4]1[C:9]([CH3:10])=[CH:8][N:7]2[N:11]=[CH:12][C:13]([C:14]([O:16][C:17]([CH3:20])([CH3:19])[CH3:18])=[O:15])=[C:6]2[N:5]=1)=[N+:2]=[N-:3].[C:21]1(P(C2C=CC=CC=2)(C2C=CC=CC=2)=C(C)C=O)[CH:26]=CC=C[CH:22]=1, predict the reaction product. The product is: [CH3:10][C:9]1[C:4]([N:1]2[CH:22]=[C:21]([CH3:26])[N:3]=[N:2]2)=[N:5][C:6]2[N:7]([N:11]=[CH:12][C:13]=2[C:14]([O:16][C:17]([CH3:20])([CH3:19])[CH3:18])=[O:15])[CH:8]=1. (2) Given the reactants [OH:1][CH:2]1[CH2:7][C:6]([CH3:9])([CH3:8])[N:5]([O:10][CH2:11][C:12]([OH:15])([CH3:14])[CH3:13])[C:4]([CH3:17])([CH3:16])[CH2:3]1.[C:18](OC)(=[O:21])[CH:19]=[CH2:20], predict the reaction product. The product is: [C:18]([O:1][CH:2]1[CH2:7][C:6]([CH3:8])([CH3:9])[N:5]([O:10][CH2:11][C:12]([OH:15])([CH3:14])[CH3:13])[C:4]([CH3:17])([CH3:16])[CH2:3]1)(=[O:21])[CH:19]=[CH2:20]. (3) Given the reactants [O:1]1[C:5]2[CH:6]=[CH:7][CH:8]=[CH:9][C:4]=2[CH:3]=[C:2]1[CH:10]=O.[Cl:12][C:13]1[CH:14]=[C:15]([CH2:20][CH2:21][NH2:22])[CH:16]=[CH:17][C:18]=1[Cl:19].[BH4-].[Na+].[OH-].[Na+], predict the reaction product. The product is: [O:1]1[C:5]2[CH:6]=[CH:7][CH:8]=[CH:9][C:4]=2[CH:3]=[C:2]1[CH2:10][NH:22][CH2:21][CH2:20][C:15]1[CH:16]=[CH:17][C:18]([Cl:19])=[C:13]([Cl:12])[CH:14]=1. (4) Given the reactants [N+:1]([C:4]1[CH:9]=[C:8]([N+:10]([O-:12])=[O:11])[CH:7]=[CH:6][C:5]=1[N:13]=[N:14][C:15]1[C:21]([O:22][CH2:23][CH:24]([CH2:29][CH3:30])[CH2:25][CH2:26][CH2:27][CH3:28])=[CH:20][C:18]([NH2:19])=[C:17]([O:31][CH2:32][CH:33]([CH2:38][CH3:39])[CH2:34][CH2:35][CH2:36][CH3:37])[CH:16]=1)([O-:3])=[O:2].N(OS(=O)(=O)O)=O.S(=O)(=O)(O)O.[CH2:52]([N:62]([CH2:70][CH2:71][CH2:72][CH2:73][CH2:74][CH2:75][CH2:76][CH2:77][CH2:78][CH3:79])[C:63]1[CH:68]=[CH:67][CH:66]=[C:65]([CH3:69])[CH:64]=1)[CH2:53][CH2:54][CH2:55][CH2:56][CH2:57][CH2:58][CH2:59][CH2:60][CH3:61].S(=O)(=O)(O)[NH2:81], predict the reaction product. The product is: [N+:1]([C:4]1[CH:9]=[C:8]([N+:10]([O-:12])=[O:11])[CH:7]=[CH:6][C:5]=1/[N:13]=[N:14]/[C:15]1[C:21]([O:22][CH2:23][CH:24]([CH2:29][CH3:30])[CH2:25][CH2:26][CH2:27][CH3:28])=[CH:20][C:18](/[N:19]=[N:81]/[C:66]2[CH:67]=[CH:68][C:63]([N:62]([CH2:52][CH2:53][CH2:54][CH2:55][CH2:56][CH2:57][CH2:58][CH2:59][CH2:60][CH3:61])[CH2:70][CH2:71][CH2:72][CH2:73][CH2:74][CH2:75][CH2:76][CH2:77][CH2:78][CH3:79])=[CH:64][C:65]=2[CH3:69])=[C:17]([O:31][CH2:32][CH:33]([CH2:38][CH3:39])[CH2:34][CH2:35][CH2:36][CH3:37])[CH:16]=1)([O-:3])=[O:2].